From a dataset of Forward reaction prediction with 1.9M reactions from USPTO patents (1976-2016). Predict the product of the given reaction. Given the reactants [F:1][C:2]1[CH:3]=[CH:4][C:5]([O:26]C2CCCCO2)=[C:6]([C:8]2[CH:13]=[CH:12][C:11]([O:14][CH2:15][C:16]3[CH:25]=[CH:24][C:23]4[C:18](=[CH:19][CH:20]=[CH:21][CH:22]=4)[N:17]=3)=[CH:10][CH:9]=2)[CH:7]=1.C1(C)C=CC(S([O-])(=O)=O)=CC=1.[NH+]1C=CC=CC=1, predict the reaction product. The product is: [F:1][C:2]1[CH:7]=[C:6]([C:8]2[CH:13]=[CH:12][C:11]([O:14][CH2:15][C:16]3[CH:25]=[CH:24][C:23]4[C:18](=[CH:19][CH:20]=[CH:21][CH:22]=4)[N:17]=3)=[CH:10][CH:9]=2)[C:5]([OH:26])=[CH:4][CH:3]=1.